Dataset: Full USPTO retrosynthesis dataset with 1.9M reactions from patents (1976-2016). Task: Predict the reactants needed to synthesize the given product. (1) Given the product [Cl:1][C:2]1[CH:3]=[C:4]([N:10]2[CH:22]([CH:23]3[CH2:24][CH2:25][CH2:26][CH2:27]3)[CH:21]3[C:12]([C:13]4[CH:14]=[CH:15][C:16]([C:28]([NH:38][C@H:35]5[CH2:36][CH2:37][N:33]([CH3:32])[CH2:34]5)=[O:29])=[N:17][C:18]=4[CH2:19][CH2:20]3)=[N:11]2)[CH:5]=[CH:6][C:7]=1[C:8]#[N:9], predict the reactants needed to synthesize it. The reactants are: [Cl:1][C:2]1[CH:3]=[C:4]([N:10]2[CH:22]([CH:23]3[CH2:27][CH2:26][CH2:25][CH2:24]3)[CH:21]3[C:12]([C:13]4[CH:14]=[CH:15][C:16]([C:28](O)=[O:29])=[N:17][C:18]=4[CH2:19][CH2:20]3)=[N:11]2)[CH:5]=[CH:6][C:7]=1[C:8]#[N:9].Cl.[CH3:32][N:33]1[CH2:37][CH2:36][C@H:35]([NH2:38])[CH2:34]1.CCN(C(C)C)C(C)C.CN(C(ON1N=NC2C=CC=NC1=2)=[N+](C)C)C.F[P-](F)(F)(F)(F)F. (2) Given the product [OH:51][CH:4]1[CH2:5][CH2:7][N:1]([CH2:8][CH2:9][N:10]2[CH2:15][CH2:14][CH:13]([NH:16][C:17]([C:19]3[NH:20][C:21]4[C:26]([CH:27]=3)=[C:25]([O:28][CH2:29][CH:30]3[CH2:31][CH2:32]3)[CH:24]=[CH:23][CH:22]=4)=[O:18])[CH2:12][CH2:11]2)[CH2:2][CH2:3]1, predict the reactants needed to synthesize it. The reactants are: [N:1]1([CH2:8][CH2:9][N:10]2[CH2:15][CH2:14][CH:13]([NH:16][C:17]([C:19]3[NH:20][C:21]4[C:26]([CH:27]=3)=[C:25]([O:28][CH2:29][CH:30]3[CH2:32][CH2:31]3)[CH:24]=[CH:23][CH:22]=4)=[O:18])[CH2:12][CH2:11]2)[CH2:7]C[CH2:5][CH2:4][CH2:3][CH2:2]1.Cl.Cl.Cl.NC1CCN(CCN2CCC([OH:51])CC2)CC1. (3) Given the product [CH3:1][C:2]1[C:6]([C:7]2[CH:12]=[CH:11][C:10]3[N:13]=[C:36]([C:35]4[CH:34]=[CH:33][C:32]([C:30]([NH:29][C:26]5[CH:27]=[C:28]6[C:23]([CH:22]=[CH:21][NH:20]6)=[CH:24][CH:25]=5)=[O:31])=[CH:39][CH:38]=4)[NH:16][C:9]=3[CH:8]=2)=[C:5]([CH3:19])[O:4][N:3]=1, predict the reactants needed to synthesize it. The reactants are: [CH3:1][C:2]1[C:6]([C:7]2[CH:12]=[CH:11][C:10]([N+:13]([O-])=O)=[C:9]([N+:16]([O-])=O)[CH:8]=2)=[C:5]([CH3:19])[O:4][N:3]=1.[NH:20]1[C:28]2[C:23](=[CH:24][CH:25]=[C:26]([NH:29][C:30]([C:32]3[CH:39]=[CH:38][C:35]([CH:36]=O)=[CH:34][CH:33]=3)=[O:31])[CH:27]=2)[CH:22]=[CH:21]1. (4) The reactants are: [Cl:1][C:2]1[C:10]([O:11][CH3:12])=[CH:9][CH:8]=[CH:7][C:3]=1[C:4]([OH:6])=O.[F:13][C:14]1([F:32])[CH2:19][CH2:18][C:17]([CH2:30][NH2:31])([C:20]2[CH:21]=[N:22][C:23]([C:26]([F:29])([F:28])[F:27])=[CH:24][CH:25]=2)[CH2:16][CH2:15]1. Given the product [Cl:1][C:2]1[C:10]([O:11][CH3:12])=[CH:9][CH:8]=[CH:7][C:3]=1[C:4]([NH:31][CH2:30][C:17]1([C:20]2[CH:21]=[N:22][C:23]([C:26]([F:29])([F:27])[F:28])=[CH:24][CH:25]=2)[CH2:18][CH2:19][C:14]([F:13])([F:32])[CH2:15][CH2:16]1)=[O:6], predict the reactants needed to synthesize it.